This data is from Peptide-MHC class I binding affinity with 185,985 pairs from IEDB/IMGT. The task is: Regression. Given a peptide amino acid sequence and an MHC pseudo amino acid sequence, predict their binding affinity value. This is MHC class I binding data. (1) The peptide sequence is ATDVPSATK. The MHC is HLA-A01:01 with pseudo-sequence HLA-A01:01. The binding affinity (normalized) is 0.132. (2) The peptide sequence is MPAYIRNTL. The MHC is HLA-A01:01 with pseudo-sequence HLA-A01:01. The binding affinity (normalized) is 0.0847. (3) The peptide sequence is ENVFHTMWHV. The MHC is HLA-A68:02 with pseudo-sequence HLA-A68:02. The binding affinity (normalized) is 0.721. (4) The peptide sequence is RPVGISSMV. The MHC is HLA-A24:02 with pseudo-sequence HLA-A24:02. The binding affinity (normalized) is 0.0847.